From a dataset of Forward reaction prediction with 1.9M reactions from USPTO patents (1976-2016). Predict the product of the given reaction. (1) Given the reactants [F:1][C:2]1[CH:3]=[C:4]2[C:14](=[CH:15][CH:16]=1)[C:8]1([CH2:13][CH2:12][O:11][CH2:10][CH2:9]1)[C:7](=[O:17])[C:6]([C:18](OCC)=[O:19])=[C:5]2[OH:23].Cl.[NH2:25][CH2:26][C:27]([O:29]C(C)(C)C)=[O:28].C(N(C(C)C)C(C)C)C, predict the reaction product. The product is: [F:1][C:2]1[CH:3]=[C:4]2[C:14](=[CH:15][CH:16]=1)[C:8]1([CH2:9][CH2:10][O:11][CH2:12][CH2:13]1)[C:7](=[O:17])[C:6]([C:18]([NH:25][CH2:26][C:27]([OH:29])=[O:28])=[O:19])=[C:5]2[OH:23]. (2) Given the reactants Br[C:2]1[CH:3]=[C:4]([CH:8]([C:23]2([OH:29])[CH2:28][CH2:27][CH2:26][CH2:25][CH2:24]2)[CH2:9][N:10]2[CH2:15][CH2:14][N:13]([C:16]([O:18][C:19]([CH3:22])([CH3:21])[CH3:20])=[O:17])[CH2:12][CH2:11]2)[CH:5]=[CH:6][CH:7]=1.[Cl:30][C:31]1[CH:32]=[C:33](B(O)O)[CH:34]=[CH:35][C:36]=1[Cl:37].C(=O)([O-])[O-].[Na+].[Na+], predict the reaction product. The product is: [Cl:30][C:31]1[CH:32]=[C:33]([C:2]2[CH:7]=[CH:6][CH:5]=[C:4]([CH:8]([C:23]3([OH:29])[CH2:28][CH2:27][CH2:26][CH2:25][CH2:24]3)[CH2:9][N:10]3[CH2:15][CH2:14][N:13]([C:16]([O:18][C:19]([CH3:20])([CH3:22])[CH3:21])=[O:17])[CH2:12][CH2:11]3)[CH:3]=2)[CH:34]=[CH:35][C:36]=1[Cl:37]. (3) Given the reactants [CH3:1][O-:2].[Na+].Cl[C:5]1[N:10]=[N:9][C:8]([N:11]2[C:15]([C:16]3[CH:17]=[N:18][C:19]([CH3:22])=[CH:20][CH:21]=3)=[CH:14][C:13]([C:23]([O:25]C)=[O:24])=[N:12]2)=[CH:7][CH:6]=1.O.Cl, predict the reaction product. The product is: [CH3:1][O:2][C:5]1[N:10]=[N:9][C:8]([N:11]2[C:15]([C:16]3[CH:17]=[N:18][C:19]([CH3:22])=[CH:20][CH:21]=3)=[CH:14][C:13]([C:23]([OH:25])=[O:24])=[N:12]2)=[CH:7][CH:6]=1. (4) The product is: [N:9]([C:10]1[CH:11]=[CH:12][C:13]([C:16]#[C:17][C:18]#[N:19])=[CH:14][CH:15]=1)=[C:20]=[S:21]. Given the reactants C(=O)([O-])O.[Na+].ClCCl.[NH2:9][C:10]1[CH:15]=[CH:14][C:13]([C:16]#[C:17][C:18]#[N:19])=[CH:12][CH:11]=1.[C:20](Cl)(Cl)=[S:21], predict the reaction product. (5) The product is: [OH:30][C@@:23]1([C:21]#[C:22][C:2]2[CH:3]=[C:4]([N:8]3[C:16]4[CH2:15][CH2:14][CH2:13][NH:12][C:11]=4[C:10]([C:17]([O:19][CH3:20])=[O:18])=[N:9]3)[CH:5]=[CH:6][CH:7]=2)[CH2:27][CH2:26][N:25]([CH3:28])[C:24]1=[O:29]. Given the reactants I[C:2]1[CH:3]=[C:4]([N:8]2[C:16]3[CH2:15][CH2:14][CH2:13][NH:12][C:11]=3[C:10]([C:17]([O:19][CH3:20])=[O:18])=[N:9]2)[CH:5]=[CH:6][CH:7]=1.[C:21]([C@:23]1([OH:30])[CH2:27][CH2:26][N:25]([CH3:28])[C:24]1=[O:29])#[CH:22], predict the reaction product.